Regression. Given two drug SMILES strings and cell line genomic features, predict the synergy score measuring deviation from expected non-interaction effect. From a dataset of NCI-60 drug combinations with 297,098 pairs across 59 cell lines. Drug 1: CC1C(C(CC(O1)OC2CC(CC3=C2C(=C4C(=C3O)C(=O)C5=C(C4=O)C(=CC=C5)OC)O)(C(=O)CO)O)N)O.Cl. Drug 2: C1=CC=C(C(=C1)C(C2=CC=C(C=C2)Cl)C(Cl)Cl)Cl. Cell line: CAKI-1. Synergy scores: CSS=13.7, Synergy_ZIP=12.9, Synergy_Bliss=25.2, Synergy_Loewe=-32.5, Synergy_HSA=3.54.